This data is from Full USPTO retrosynthesis dataset with 1.9M reactions from patents (1976-2016). The task is: Predict the reactants needed to synthesize the given product. (1) Given the product [Cl:1][C:2]1[CH:3]=[CH:4][C:5]([CH:8]2[CH:12]([C:13]3[CH:14]=[CH:15][C:16]([Cl:19])=[CH:17][CH:18]=3)[N:11]([C:39]([Cl:41])=[O:40])[C:10]([C:20]3[CH:25]=[CH:24][C:23]([O:26][CH3:27])=[CH:22][C:21]=3[O:28][CH:29]([CH3:31])[CH3:30])=[N:9]2)=[CH:6][CH:7]=1, predict the reactants needed to synthesize it. The reactants are: [Cl:1][C:2]1[CH:7]=[CH:6][C:5]([C@H:8]2[C@@H:12]([C:13]3[CH:18]=[CH:17][C:16]([Cl:19])=[CH:15][CH:14]=3)[NH:11][C:10]([C:20]3[CH:25]=[CH:24][C:23]([O:26][CH3:27])=[CH:22][C:21]=3[O:28][CH:29]([CH3:31])[CH3:30])=[N:9]2)=[CH:4][CH:3]=1.C(N(CC)CC)C.[C:39](Cl)([Cl:41])=[O:40]. (2) Given the product [F:1][C:2]1[CH:11]=[C:6]([C:7]2[CH:13]=[C:12]([C:14]3[CH:19]=[CH:18][CH:17]=[CH:16][CH:15]=3)[O:9][N:8]=2)[CH:5]=[N:4][CH:3]=1, predict the reactants needed to synthesize it. The reactants are: [F:1][C:2]1[CH:3]=[N:4][CH:5]=[C:6]([CH:11]=1)[C:7](Cl)=[N:8][OH:9].[C:12]([C:14]1[CH:19]=[CH:18][CH:17]=[CH:16][CH:15]=1)#[CH:13].N. (3) Given the product [CH3:33][N:34]1[CH2:35][CH2:36][N:37]=[C:38]1[C:17]1[CH:18]=[CH:19][C:20]([N:11]2[C:8]3[C:7](=[CH:6][CH:5]=[CH:10][CH:9]=3)[CH2:14][CH:13]([NH:21][C:22]([NH:24][C:25]3[CH:26]=[CH:27][C:28]([Cl:31])=[CH:29][CH:30]=3)=[O:23])[C:12]2=[O:32])=[CH:15][CH:16]=1, predict the reactants needed to synthesize it. The reactants are: CN(N=[C:5]1[CH:10]=[CH:9][C:8]([N:11]2[C:20]3[C:15](=[CH:16][CH:17]=[CH:18][CH:19]=3)[CH2:14][CH:13]([NH:21][C:22]([NH:24][C:25]3[CH:30]=[CH:29][C:28]([Cl:31])=[CH:27][CH:26]=3)=[O:23])[C:12]2=[O:32])=[CH:7][CH2:6]1)C.[CH3:33][NH:34][CH2:35][CH2:36][NH2:37].[CH3:38]C(O)=O. (4) Given the product [CH3:1][S:2]([C:5]1[CH:6]=[C:7]([C:15]2[N:19]=[CH:18][N:17](/[CH:20]=[CH:21]\[C:22]([OH:24])=[O:23])[N:16]=2)[CH:8]=[C:9]([C:11]([F:13])([F:12])[F:14])[CH:10]=1)(=[O:4])=[O:3], predict the reactants needed to synthesize it. The reactants are: [CH3:1][S:2]([C:5]1[CH:6]=[C:7]([C:15]2[N:19]=[CH:18][N:17](/[CH:20]=[CH:21]\[C:22]([O:24]C(C)C)=[O:23])[N:16]=2)[CH:8]=[C:9]([C:11]([F:14])([F:13])[F:12])[CH:10]=1)(=[O:4])=[O:3].O.[Li+].[OH-].CO. (5) Given the product [O:26]1[CH2:25][CH:24]([N:14]2[C:15]3[CH2:20][CH2:19][N:18]([C:21](=[O:23])[CH3:22])[CH2:17][C:16]=3[C:12]([N:8]3[C:9]4[C:4](=[CH:3][C:2]([B:37]5[O:38][C:39]([CH3:41])([CH3:40])[C:35]([CH3:51])([CH3:34])[O:36]5)=[CH:11][CH:10]=4)[CH2:5][CH2:6][CH2:7]3)=[N:13]2)[CH2:27]1, predict the reactants needed to synthesize it. The reactants are: Br[C:2]1[CH:3]=[C:4]2[C:9](=[CH:10][CH:11]=1)[N:8]([C:12]1[C:16]3[CH2:17][N:18]([C:21](=[O:23])[CH3:22])[CH2:19][CH2:20][C:15]=3[N:14]([CH:24]3[CH2:27][O:26][CH2:25]3)[N:13]=1)[CH2:7][CH2:6][CH2:5]2.C([O-])([O-])=O.[Na+].[Na+].[CH3:34][C:35]1([CH3:51])[C:39]([CH3:41])([CH3:40])[O:38][B:37]([B:37]2[O:38][C:39]([CH3:41])([CH3:40])[C:35]([CH3:51])([CH3:34])[O:36]2)[O:36]1.ClCCl. (6) Given the product [ClH:23].[CH2:7]([N:14]([CH:19]([C:5]#[N:6])[CH3:20])[CH2:15][C:16]([OH:18])=[O:17])[C:8]1[CH:13]=[CH:12][CH:11]=[CH:10][CH:9]=1, predict the reactants needed to synthesize it. The reactants are: C[Si]([C:5]#[N:6])(C)C.[CH2:7]([NH:14][CH2:15][C:16]([OH:18])=[O:17])[C:8]1[CH:13]=[CH:12][CH:11]=[CH:10][CH:9]=1.[CH:19](=O)[CH3:20].C(Cl)[Cl:23]. (7) Given the product [Br:1][C:2]1[CH:3]=[C:4]([CH3:12])[C:5]([CH3:11])=[C:6]([CH:10]=1)[C:7]([NH:27][CH:26]1[CH2:24][CH2:25]1)=[O:9], predict the reactants needed to synthesize it. The reactants are: [Br:1][C:2]1[CH:3]=[C:4]([CH3:12])[C:5]([CH3:11])=[C:6]([CH:10]=1)[C:7]([OH:9])=O.CN(C(ON1N=NC2[CH:24]=[CH:25][CH:26]=[N:27]C1=2)=[N+](C)C)C.F[P-](F)(F)(F)(F)F.C1(N)CC1.CCN(C(C)C)C(C)C.